Dataset: Full USPTO retrosynthesis dataset with 1.9M reactions from patents (1976-2016). Task: Predict the reactants needed to synthesize the given product. Given the product [OH:1][C:2]1[C:3]([C:16]([NH:18][CH2:19][C:20]2[CH:21]=[CH:22][CH:23]=[CH:24][CH:25]=2)=[O:17])=[CH:4][N:5]([CH2:9][C:10]2[CH:15]=[CH:14][CH:13]=[CH:12][CH:11]=2)[C:6](=[O:8])[C:7]=1[C:68]([NH:67][CH2:66][C:41]([OH:43])=[O:42])=[O:69], predict the reactants needed to synthesize it. The reactants are: [OH:1][C:2]1[C:3]([C:16]([NH:18][CH2:19][C:20]2[CH:25]=[CH:24][CH:23]=[CH:22][CH:21]=2)=[O:17])=[CH:4][N:5]([CH2:9][C:10]2[CH:15]=[CH:14][CH:13]=[CH:12][CH:11]=2)[C:6](=[O:8])[CH:7]=1.OC1C([C:41]([OH:43])=[O:42])=CN(CC2C=CC=CC=2)C(=O)C=1.C(Cl)CCl.C1C=CC2N(O)N=NC=2C=1.C(N)C1C=CC=CC=1.[CH3:66][N:67](C)[CH:68]=[O:69].